Dataset: Reaction yield outcomes from USPTO patents with 853,638 reactions. Task: Predict the reaction yield, written as a fraction of the theoretical maximum amount of product (1.0 means a 100% yield; for example, 0.34 means a 34% yield). (1) The product is [F:32][C:27]1[CH:28]=[CH:29][CH:30]=[CH:31][C:26]=1[CH2:25][O:24][CH2:23][CH2:22][CH2:21][O:20][C:17]1[CH:16]=[CH:15][C:14]([N:11]2[CH2:12][CH2:13][NH:8][CH2:9][C@@H:10]2[CH2:33][O:34][C:35]2[CH:44]=[CH:43][C:42]3[C:37](=[CH:38][CH:39]=[CH:40][CH:41]=3)[CH:36]=2)=[CH:19][CH:18]=1. The yield is 0.630. The catalyst is CO. The reactants are C(OC([N:8]1[CH2:13][CH2:12][N:11]([C:14]2[CH:19]=[CH:18][C:17]([O:20][CH2:21][CH2:22][CH2:23][O:24][CH2:25][C:26]3[CH:31]=[CH:30][CH:29]=[CH:28][C:27]=3[F:32])=[CH:16][CH:15]=2)[C@@H:10]([CH2:33][O:34][C:35]2[CH:44]=[CH:43][C:42]3[C:37](=[CH:38][CH:39]=[CH:40][CH:41]=3)[CH:36]=2)[CH2:9]1)=O)(C)(C)C.C(Cl)(=O)C. (2) The reactants are [CH3:1][O:2][C:3](=[O:16])[CH2:4][NH:5][CH2:6][C:7]1[CH:12]=[CH:11][CH:10]=[CH:9][C:8]=1[N+:13]([O-:15])=[O:14].[C:17](O[C:17]([O:19][C:20]([CH3:23])([CH3:22])[CH3:21])=[O:18])([O:19][C:20]([CH3:23])([CH3:22])[CH3:21])=[O:18]. The catalyst is C(Cl)Cl. The product is [CH3:1][O:2][C:3](=[O:16])[CH2:4][N:5]([C:17]([O:19][C:20]([CH3:23])([CH3:22])[CH3:21])=[O:18])[CH2:6][C:7]1[CH:12]=[CH:11][CH:10]=[CH:9][C:8]=1[N+:13]([O-:15])=[O:14]. The yield is 0.770. (3) The yield is 0.760. The product is [CH2:22]([O:21][C:19]([N:16]1[CH2:15][CH2:14][CH:13]([NH:12][C:2]2[S:3][C:4]3[CH:10]=[C:9]([Cl:11])[CH:8]=[CH:7][C:5]=3[N:6]=2)[CH2:18][CH2:17]1)=[O:20])[CH3:23]. The reactants are Cl[C:2]1[S:3][C:4]2[CH:10]=[C:9]([Cl:11])[CH:8]=[CH:7][C:5]=2[N:6]=1.[NH2:12][CH:13]1[CH2:18][CH2:17][N:16]([C:19]([O:21][CH2:22][CH3:23])=[O:20])[CH2:15][CH2:14]1. The catalyst is C1COCC1. (4) The reactants are C1(N[C:5]([C@H:7]2[O:11]C(C(C)C)=[N:9][C@H:8]2[CH2:15][C:16]2[CH:21]=[CH:20][CH:19]=[CH:18][CH:17]=2)=[O:6])CC1.[ClH:22].CC(C)=[O:25]. No catalyst specified. The product is [ClH:22].[OH:11][C@@H:7]([C@@H:8]([NH2:9])[CH2:15][C:16]1[CH:21]=[CH:20][CH:19]=[CH:18][CH:17]=1)[C:5]([OH:6])=[O:25]. The yield is 0.360. (5) The reactants are C([O:3][CH:4](OCC)[CH2:5][CH2:6][CH2:7][NH:8][C:9]([O:11][CH2:12][CH:13]1[C:25]2[C:20](=[CH:21][CH:22]=[CH:23][CH:24]=2)[C:19]2[C:14]1=[CH:15][CH:16]=[CH:17][CH:18]=2)=[O:10])C.Cl. The catalyst is O1CCOCC1. The product is [C:9]([NH:8][CH2:7][CH2:6][CH2:5][CH:4]=[O:3])([O:11][CH2:12][CH:13]1[C:25]2[C:20](=[CH:21][CH:22]=[CH:23][CH:24]=2)[C:19]2[C:14]1=[CH:15][CH:16]=[CH:17][CH:18]=2)=[O:10]. The yield is 0.900. (6) The reactants are [Br:1][C:2]1[CH:7]=[CH:6][CH:5]=[CH:4][C:3]=1[NH:8][CH2:9][CH2:10][NH:11][S:12]([C:15]1[CH:20]=[CH:19][CH:18]=[CH:17][C:16]=1[N+:21]([O-:23])=[O:22])(=[O:14])=[O:13].C(=O)(OC)O/[CH:26]=[CH:27]\CCOC(=O)OC.[C:38]1(P(C2C=CC=CC=2)C2C=CC=CN=2)C=CC=C[CH:39]=1. The catalyst is C1(C)C=CC=CC=1.CCOC(C)=O. The product is [Br:1][C:2]1[CH:7]=[CH:6][CH:5]=[CH:4][C:3]=1[N:8]1[CH2:39][CH2:38][N:11]([S:12]([C:15]2[CH:20]=[CH:19][CH:18]=[CH:17][C:16]=2[N+:21]([O-:23])=[O:22])(=[O:13])=[O:14])[CH2:10][CH:9]1[CH:26]=[CH2:27]. The yield is 0.700. (7) The reactants are [Cl:1][C:2]1[CH:7]=[CH:6][N:5]=[C:4]([CH3:8])[CH:3]=1.[F:9][C:10]1[CH:20]=[CH:19][C:13]([C:14](OCC)=[O:15])=[CH:12][CH:11]=1.C[Si]([N-][Si](C)(C)C)(C)C.[Li+]. The catalyst is O1CCCC1. The product is [Cl:1][C:2]1[CH:7]=[CH:6][N:5]=[C:4]([CH2:8][C:14]([C:13]2[CH:19]=[CH:20][C:10]([F:9])=[CH:11][CH:12]=2)=[O:15])[CH:3]=1. The yield is 0.990.